Regression. Given a peptide amino acid sequence and an MHC pseudo amino acid sequence, predict their binding affinity value. This is MHC class I binding data. From a dataset of Peptide-MHC class I binding affinity with 185,985 pairs from IEDB/IMGT. The peptide sequence is QQYHRFGLY. The MHC is HLA-B58:01 with pseudo-sequence HLA-B58:01. The binding affinity (normalized) is 0.0847.